This data is from Full USPTO retrosynthesis dataset with 1.9M reactions from patents (1976-2016). The task is: Predict the reactants needed to synthesize the given product. (1) The reactants are: Br[C:2]1[N:10]2[C:5]([N:6]=[N:7][C:8]3[C:14]([O:15][CH3:16])=[CH:13][C:12]([C:17]([F:20])([F:19])[F:18])=[CH:11][C:9]=32)=[C:4]([CH3:21])[N:3]=1.C(=O)([O-])[O-].[K+].[K+].[Cl:28][C:29]1[CH:34]=[CH:33][CH:32]=[CH:31][C:30]=1B(O)O. Given the product [Cl:28][C:29]1[CH:34]=[CH:33][CH:32]=[CH:31][C:30]=1[C:2]1[N:10]2[C:5]([N:6]=[N:7][C:8]3[C:14]([O:15][CH3:16])=[CH:13][C:12]([C:17]([F:20])([F:19])[F:18])=[CH:11][C:9]=32)=[C:4]([CH3:21])[N:3]=1, predict the reactants needed to synthesize it. (2) Given the product [F:7][C:8]1[CH:9]=[CH:10][C:11]2[C:15]([N:16]3[CH2:22][CH2:21][CH2:20][N:19]([CH2:25][CH2:26][CH2:27][C:28]#[N:29])[CH2:18][CH2:17]3)=[CH:14][S:13][C:12]=2[CH:23]=1, predict the reactants needed to synthesize it. The reactants are: C(=O)([O-])[O-].[K+].[K+].[F:7][C:8]1[CH:9]=[CH:10][C:11]2[C:15]([N:16]3[CH2:22][CH2:21][CH2:20][NH:19][CH2:18][CH2:17]3)=[CH:14][S:13][C:12]=2[CH:23]=1.Br[CH2:25][CH2:26][CH2:27][C:28]#[N:29].